From a dataset of Catalyst prediction with 721,799 reactions and 888 catalyst types from USPTO. Predict which catalyst facilitates the given reaction. (1) Reactant: CO[CH:3]([O:19]C)[C:4]1[CH:13]=[CH:12][C:7]([O:8][CH2:9][CH2:10]N)=[C:6]([O:14][CH3:15])[C:5]=1[N+:16]([O-:18])=[O:17].C([N:23](CC)CC)C.[CH2:28]([S:31](Cl)(=[O:33])=[O:32])[CH2:29][CH3:30].O. Product: [CH:3]([C:4]1[CH:13]=[CH:12][C:7]([O:8][CH2:9][CH2:10][CH:28]([S:31]([NH2:23])(=[O:33])=[O:32])[CH2:29][CH3:30])=[C:6]([O:14][CH3:15])[C:5]=1[N+:16]([O-:18])=[O:17])=[O:19]. The catalyst class is: 1. (2) The catalyst class is: 146. Reactant: O1CC[CH2:3][CH2:2]1.[C:6]([O:10][C:11](=[O:47])[N:12]([CH2:36][C:37]1[CH:46]=[CH:45][C:40]2[O:41][CH2:42][CH2:43][O:44][C:39]=2[CH:38]=1)[CH:13]1[CH2:18][CH2:17][N:16]([CH2:19][CH2:20][N:21]2[C:30]3[C:25](=[C:26]([CH:33]=[O:34])[CH:27]=[C:28]([O:31][CH3:32])[CH:29]=3)[CH:24]=[CH:23][C:22]2=[O:35])[CH2:15][CH2:14]1)([CH3:9])([CH3:8])[CH3:7].C([Mg]Br)C.O1CCCC1.[Cl-].[NH4+]. Product: [C:6]([O:10][C:11](=[O:47])[N:12]([CH2:36][C:37]1[CH:46]=[CH:45][C:40]2[O:41][CH2:42][CH2:43][O:44][C:39]=2[CH:38]=1)[CH:13]1[CH2:14][CH2:15][N:16]([CH2:19][CH2:20][N:21]2[C:30]3[C:25](=[C:26]([CH:33]([OH:34])[CH2:2][CH3:3])[CH:27]=[C:28]([O:31][CH3:32])[CH:29]=3)[CH:24]=[CH:23][C:22]2=[O:35])[CH2:17][CH2:18]1)([CH3:9])([CH3:7])[CH3:8]. (3) Reactant: [F:1][C:2]1[CH:3]=[CH:4][C:5]([O:9][C:10]2[CH:15]=[CH:14][CH:13]=[CH:12][CH:11]=2)=[C:6]([CH:8]=1)[NH2:7].[C:16](Cl)(=[O:18])[CH3:17]. Product: [F:1][C:2]1[CH:3]=[CH:4][C:5]([O:9][C:10]2[CH:15]=[CH:14][CH:13]=[CH:12][CH:11]=2)=[C:6]([NH:7][C:16](=[O:18])[CH3:17])[CH:8]=1. The catalyst class is: 17. (4) The catalyst class is: 296. Product: [CH3:7][C:8]([C:26]1[CH:27]=[CH:28][C:29]([C:32]2[CH:33]=[CH:34][C:35]([N:1]3[CH2:5][CH2:4][C@H:3]([OH:6])[CH2:2]3)=[N:36][CH:37]=2)=[CH:30][CH:31]=1)([C:12]1[CH:13]=[CH:14][C:15]([O:18][CH2:19][C:20]2[CH:25]=[CH:24][CH:23]=[CH:22][N:21]=2)=[CH:16][CH:17]=1)[CH:9]([CH3:11])[CH3:10]. Reactant: [NH:1]1[CH2:5][CH2:4][C@H:3]([OH:6])[CH2:2]1.[CH3:7][C:8]([C:26]1[CH:31]=[CH:30][C:29]([C:32]2[CH:33]=[CH:34][C:35](F)=[N:36][CH:37]=2)=[CH:28][CH:27]=1)([C:12]1[CH:17]=[CH:16][C:15]([O:18][CH2:19][C:20]2[CH:25]=[CH:24][CH:23]=[CH:22][N:21]=2)=[CH:14][CH:13]=1)[CH:9]([CH3:11])[CH3:10]. (5) Reactant: ClC1C=CC(C([NH:10][C:11]2[O:12][C@H:13]([C:35]([F:38])([F:37])[F:36])[CH2:14][C@:15]([C:18]3[CH:23]=[C:22]([NH:24][C:25](=[O:33])[C:26]4[CH:31]=[CH:30][C:29]([Cl:32])=[CH:28][N:27]=4)[CH:21]=[CH:20][C:19]=3[F:34])([CH3:17])[N:16]=2)=O)=NC=1. Product: [NH2:10][C:11]1[O:12][C@H:13]([C:35]([F:36])([F:38])[F:37])[CH2:14][C@:15]([C:18]2[CH:23]=[C:22]([NH:24][C:25](=[O:33])[C:26]3[CH:31]=[CH:30][C:29]([Cl:32])=[CH:28][N:27]=3)[CH:21]=[CH:20][C:19]=2[F:34])([CH3:17])[N:16]=1. The catalyst class is: 547. (6) The catalyst class is: 11. Product: [CH3:17][C:18]1([CH3:26])[O:23][C:22](=[O:24])[C:21](=[C:7]2[CH2:6][CH2:5][N:4]([C:10]([O:12][C:13]([CH3:16])([CH3:15])[CH3:14])=[O:11])[CH:3]([CH:1]=[CH2:2])[CH2:8]2)[C:20](=[O:25])[O:19]1. Reactant: [CH:1]([CH:3]1[CH2:8][C:7](=O)[CH2:6][CH2:5][N:4]1[C:10]([O:12][C:13]([CH3:16])([CH3:15])[CH3:14])=[O:11])=[CH2:2].[CH3:17][C:18]1([CH3:26])[O:23][C:22](=[O:24])[CH2:21][C:20](=[O:25])[O:19]1.C([O-])(=O)C.[NH4+]. (7) Reactant: [C:1]([S@@:5]([NH:7][C@:8]([C:15]1[CH:20]=[CH:19][CH:18]=[C:17]([F:21])[CH:16]=1)([CH3:14])[CH2:9][C:10]([O:12]C)=[O:11])=[O:6])([CH3:4])([CH3:3])[CH3:2].[Li+].[OH-]. Product: [C:1]([S@@:5]([NH:7][C@:8]([C:15]1[CH:20]=[CH:19][CH:18]=[C:17]([F:21])[CH:16]=1)([CH3:14])[CH2:9][C:10]([OH:12])=[O:11])=[O:6])([CH3:2])([CH3:3])[CH3:4]. The catalyst class is: 5. (8) Reactant: Cl[C:2]1[N:7]=[N:6][C:5]([N:8]2[CH2:13][CH2:12][N:11]([C:14]([C:16]3[CH:21]=[CH:20][CH:19]=[CH:18][CH:17]=3)=[O:15])[CH2:10][C@H:9]2[CH3:22])=[C:4]2[N:23]=[CH:24][CH:25]=[CH:26][C:3]=12.[Cl:27][C:28]1[CH:33]=[CH:32][C:31](B(O)O)=[C:30]([F:37])[CH:29]=1.C(=O)([O-])[O-].[Na+].[Na+]. Product: [Cl:27][C:28]1[CH:33]=[CH:32][C:31]([C:2]2[N:7]=[N:6][C:5]([N:8]3[CH2:13][CH2:12][N:11]([C:14]([C:16]4[CH:17]=[CH:18][CH:19]=[CH:20][CH:21]=4)=[O:15])[CH2:10][C@H:9]3[CH3:22])=[C:4]3[N:23]=[CH:24][CH:25]=[CH:26][C:3]=23)=[C:30]([F:37])[CH:29]=1. The catalyst class is: 73. (9) Reactant: C[O:2][C:3]([C:5]1[S:6][CH:7]=[C:8]2[C:13]=1[C:12](=[O:14])[N:11]([C:15]1[CH:20]=[C:19]([S:21]([N:24]3[C:33]4[C:28](=[CH:29][CH:30]=[CH:31][CH:32]=4)[CH2:27][CH2:26][CH2:25]3)(=[O:23])=[O:22])[CH:18]=[CH:17][C:16]=1[Cl:34])[C:10](=[O:35])[NH:9]2)=[O:4].O1CCCC1.O.[OH-].[Li+].Cl. Product: [C:3]([C:5]1[S:6][CH:7]=[C:8]2[C:13]=1[C:12](=[O:14])[N:11]([C:15]1[CH:20]=[C:19]([S:21]([N:24]3[C:33]4[C:28](=[CH:29][CH:30]=[CH:31][CH:32]=4)[CH2:27][CH2:26][CH2:25]3)(=[O:22])=[O:23])[CH:18]=[CH:17][C:16]=1[Cl:34])[C:10](=[O:35])[NH:9]2)([OH:4])=[O:2]. The catalyst class is: 5.